This data is from Catalyst prediction with 721,799 reactions and 888 catalyst types from USPTO. The task is: Predict which catalyst facilitates the given reaction. Reactant: C(=O)([O-])[O-].[K+].[K+].[C:7]([CH:9]=[CH:10][CH2:11][N:12]1[CH2:17][CH2:16][N:15]([C:18]([C:20]2[CH:27]=[CH:26][C:23]([C:24]#[N:25])=[CH:22][C:21]=2[F:28])=[O:19])[C@H:14]([CH3:29])[CH2:13]1)#[N:8].[NH:30]1[CH:34]=[C:33]([C:35]2[C:36]3[CH:43]=[CH:42][N:41](COCC[Si](C)(C)C)[C:37]=3[N:38]=[CH:39][N:40]=2)[CH:32]=[N:31]1. Product: [C:7]([CH2:9][CH:10]([N:30]1[CH:34]=[C:33]([C:35]2[C:36]3[CH:43]=[CH:42][NH:41][C:37]=3[N:38]=[CH:39][N:40]=2)[CH:32]=[N:31]1)[CH2:11][N:12]1[CH2:17][CH2:16][N:15]([C:18]([C:20]2[CH:27]=[CH:26][C:23]([C:24]#[N:25])=[CH:22][C:21]=2[F:28])=[O:19])[C@H:14]([CH3:29])[CH2:13]1)#[N:8]. The catalyst class is: 3.